Dataset: Forward reaction prediction with 1.9M reactions from USPTO patents (1976-2016). Task: Predict the product of the given reaction. (1) Given the reactants [OH:1][C:2]1[CH:7]=[CH:6][C:5]([SH:8])=[CH:4][CH:3]=1.[O:9]1[CH:14]=[CH:13][CH2:12][CH2:11][CH2:10]1, predict the reaction product. The product is: [O:9]1[CH2:14][CH2:13][CH2:12][CH2:11][CH:10]1[S:8][C:5]1[CH:6]=[CH:7][C:2]([OH:1])=[CH:3][CH:4]=1. (2) Given the reactants [OH:1][CH2:2][C:3]([O:5][CH2:6][C:7]1[CH:12]=[CH:11][CH:10]=[CH:9][CH:8]=1)=[O:4].[CH3:13][O:14][C:15]1[CH:16]=[C:17]([S:23](Cl)(=[O:25])=[O:24])[CH:18]=[CH:19][C:20]=1[O:21][CH3:22], predict the reaction product. The product is: [CH3:13][O:14][C:15]1[CH:16]=[C:17]([S:23]([O:1][CH2:2][C:3]([O:5][CH2:6][C:7]2[CH:12]=[CH:11][CH:10]=[CH:9][CH:8]=2)=[O:4])(=[O:24])=[O:25])[CH:18]=[CH:19][C:20]=1[O:21][CH3:22]. (3) Given the reactants [C:1]([O:9][C:10]1([CH2:13][O:14]S(C)(=O)=O)[CH2:12][CH2:11]1)(=[O:8])[C:2]1[CH:7]=[CH:6][CH:5]=[CH:4][CH:3]=1.[F:19][C:20]1[CH:21]=[C:22]([N:40](C2C=CC(F)=CC=2)[C:41]([C:43]2([C:46]([NH2:48])=[O:47])[CH2:45][CH2:44]2)=[O:42])[CH:23]=[CH:24][C:25]=1[O:26][C:27]1[C:36]2[C:31](=[CH:32][C:33](O)=[C:34]([O:37][CH3:38])[CH:35]=2)[N:30]=[CH:29][CH:28]=1.C([O-])([O-])=O.[Cs+].[Cs+], predict the reaction product. The product is: [C:1]([O:9][C:10]1([CH2:13][O:14][C:33]2[CH:32]=[C:31]3[C:36]([C:27]([O:26][C:25]4[CH:24]=[CH:23][C:22]([NH:40][C:41]([C:43]5([C:46](=[O:47])[NH2:48])[CH2:45][CH2:44]5)=[O:42])=[CH:21][C:20]=4[F:19])=[CH:28][CH:29]=[N:30]3)=[CH:35][C:34]=2[O:37][CH3:38])[CH2:12][CH2:11]1)(=[O:8])[C:2]1[CH:7]=[CH:6][CH:5]=[CH:4][CH:3]=1. (4) Given the reactants [CH3:1][O:2][C:3](=[O:31])[C@@H:4]([NH:13][C:14]([C:16]1[CH:17]=[C:18]([C:23]2[CH:28]=[CH:27][C:26]([F:29])=[C:25]([Cl:30])[CH:24]=2)[CH:19]=[CH:20][C:21]=1[OH:22])=[O:15])[CH2:5][C:6]1[CH:11]=[CH:10][C:9](Br)=[CH:8][CH:7]=1.[F:32][C:33]([F:44])([F:43])[C:34]1[CH:35]=[C:36](B(O)O)[CH:37]=[CH:38][CH:39]=1.C([O-])([O-])=O.[Na+].[Na+], predict the reaction product. The product is: [CH3:1][O:2][C:3](=[O:31])[C@@H:4]([NH:13][C:14]([C:16]1[CH:17]=[C:18]([C:23]2[CH:28]=[CH:27][C:26]([F:29])=[C:25]([Cl:30])[CH:24]=2)[CH:19]=[CH:20][C:21]=1[OH:22])=[O:15])[CH2:5][C:6]1[CH:11]=[CH:10][C:9]([C:38]2[CH:37]=[CH:36][CH:35]=[C:34]([C:33]([F:44])([F:43])[F:32])[CH:39]=2)=[CH:8][CH:7]=1. (5) Given the reactants [F:1][C:2]1[C:7]([F:8])=[CH:6][C:5]([NH2:9])=[C:4]([NH2:10])[CH:3]=1.C([O:15][C:16](=O)[CH2:17][C:18]([C:20]1[CH:25]=[CH:24][CH:23]=[C:22]([C:26]2[CH:31]=[CH:30][N:29]=[C:28]([CH3:32])[CH:27]=2)[CH:21]=1)=O)(C)(C)C, predict the reaction product. The product is: [F:1][C:2]1[C:7]([F:8])=[CH:6][C:5]2[NH:9][C:16](=[O:15])[CH2:17][C:18]([C:20]3[CH:25]=[CH:24][CH:23]=[C:22]([C:26]4[CH:31]=[CH:30][N:29]=[C:28]([CH3:32])[CH:27]=4)[CH:21]=3)=[N:10][C:4]=2[CH:3]=1. (6) The product is: [C:22]1([C:7]2[CH:8]=[CH:9][C:10]3[C:11]4[N:12]([CH2:13][C:14]([NH:17][S:18]([CH3:21])(=[O:20])=[O:19])([CH3:16])[CH3:15])[C:28]([CH2:29][CH2:30][CH3:31])=[N:1][C:2]=4[CH:3]=[N:4][C:5]=3[CH:6]=2)[CH:27]=[CH:26][CH:25]=[CH:24][CH:23]=1. Given the reactants [NH2:1][C:2]1[CH:3]=[N:4][C:5]2[C:10]([C:11]=1[NH:12][CH2:13][C:14]([NH:17][S:18]([CH3:21])(=[O:20])=[O:19])([CH3:16])[CH3:15])=[CH:9][CH:8]=[C:7]([C:22]1[CH:27]=[CH:26][CH:25]=[CH:24][CH:23]=1)[CH:6]=2.[C:28](OC)(OC)(OC)[CH2:29][CH2:30][CH3:31], predict the reaction product. (7) Given the reactants [CH:1]1([C:4]2[CH:23]=[C:22]([C:24](=[O:30])[NH:25][S:26]([CH3:29])(=[O:28])=[O:27])[C:21]([F:31])=[CH:20][C:5]=2[O:6][CH2:7][C:8]2([CH3:19])[CH2:11][N:10]([C:12](OC(C)(C)C)=O)[CH2:9]2)[CH2:3][CH2:2]1.[Cl:32][C:33]1[CH:34]=[C:35]([CH:38]=[C:39]([Cl:41])[CH:40]=1)C=O, predict the reaction product. The product is: [CH:1]1([C:4]2[C:5]([O:6][CH2:7][C:8]3([CH3:19])[CH2:11][N:10]([CH2:12][C:35]4[CH:34]=[C:33]([Cl:32])[CH:40]=[C:39]([Cl:41])[CH:38]=4)[CH2:9]3)=[CH:20][C:21]([F:31])=[C:22]([CH:23]=2)[C:24]([NH:25][S:26]([CH3:29])(=[O:28])=[O:27])=[O:30])[CH2:2][CH2:3]1.